This data is from Catalyst prediction with 721,799 reactions and 888 catalyst types from USPTO. The task is: Predict which catalyst facilitates the given reaction. (1) Reactant: [Br:1][C:2]1[CH:30]=[CH:29][C:28]([F:31])=[CH:27][C:3]=1[O:4][C:5]1[CH:10]=[CH:9][C:8]([C:11]2[CH:15]=[C:14]([C:16]3[N:17]=[N:18][N:19]([CH2:21][C:22]([O:24]CC)=[O:23])[N:20]=3)[O:13][N:12]=2)=[CH:7][CH:6]=1.[OH-].[Na+]. Product: [Br:1][C:2]1[CH:30]=[CH:29][C:28]([F:31])=[CH:27][C:3]=1[O:4][C:5]1[CH:10]=[CH:9][C:8]([C:11]2[CH:15]=[C:14]([C:16]3[N:17]=[N:18][N:19]([CH2:21][C:22]([OH:24])=[O:23])[N:20]=3)[O:13][N:12]=2)=[CH:7][CH:6]=1. The catalyst class is: 36. (2) Product: [F:28][C:25]([F:26])([F:27])[C:17]1[CH:16]=[C:15]([CH:20]=[C:19]([C:21]([F:24])([F:23])[F:22])[CH:18]=1)[CH2:14][N:12]1[CH:13]=[C:9]([C:7]([OH:8])=[O:6])[N:10]=[N:11]1. Reactant: O.[OH-].[Li+].C([O:6][C:7]([C:9]1[N:10]=[N:11][N:12]([CH2:14][C:15]2[CH:20]=[C:19]([C:21]([F:24])([F:23])[F:22])[CH:18]=[C:17]([C:25]([F:28])([F:27])[F:26])[CH:16]=2)[CH:13]=1)=[O:8])C.O1CCOCC1.O.Cl. The catalyst class is: 6. (3) Reactant: C[O:2][C:3]([C:5]1[CH:6]=[C:7]([C:20]2[CH:25]=[CH:24][C:23]([CH3:26])=[CH:22][CH:21]=2)[CH:8]=[C:9]([N:11]2[C:15]([C:16]([F:19])([F:18])[F:17])=[N:14][N:13]=[N:12]2)[CH:10]=1)=[O:4].O[Li].O. Product: [CH3:26][C:23]1[CH:24]=[CH:25][C:20]([C:7]2[CH:8]=[C:9]([N:11]3[C:15]([C:16]([F:18])([F:19])[F:17])=[N:14][N:13]=[N:12]3)[CH:10]=[C:5]([C:3]([OH:4])=[O:2])[CH:6]=2)=[CH:21][CH:22]=1. The catalyst class is: 20. (4) Product: [C:1]([CH2:5][CH:6]1[O:11][C:10]2[CH:12]=[CH:13][CH:14]=[CH:15][C:9]=2[O:8][CH2:7]1)#[N:2]. The catalyst class is: 58. Reactant: [C-:1]#[N:2].[K+].Br[CH2:5][CH:6]1[O:11][C:10]2[CH:12]=[CH:13][CH:14]=[CH:15][C:9]=2[O:8][CH2:7]1. (5) Reactant: [F:1][C:2]1[CH:3]=[CH:4][C:5]2[N:9]=[C:8]([C@@H:10]([NH2:12])[CH3:11])[N:7]([CH3:13])[C:6]=2[C:14]=1[C:15]1[CH:20]=[CH:19][CH:18]=[CH:17][N:16]=1.[NH2:21][C:22]1[C:27]([C:28]#[N:29])=[C:26](Cl)[N:25]=[CH:24][N:23]=1.CCN(C(C)C)C(C)C. Product: [NH2:21][C:22]1[C:27]([C:28]#[N:29])=[C:26]([NH:12][C@H:10]([C:8]2[N:7]([CH3:13])[C:6]3[C:14]([C:15]4[CH:20]=[CH:19][CH:18]=[CH:17][N:16]=4)=[C:2]([F:1])[CH:3]=[CH:4][C:5]=3[N:9]=2)[CH3:11])[N:25]=[CH:24][N:23]=1. The catalyst class is: 41.